From a dataset of Forward reaction prediction with 1.9M reactions from USPTO patents (1976-2016). Predict the product of the given reaction. Given the reactants [Cl:1][C:2]1[C:7](=[O:8])[N:6]([CH2:9][C:10]([NH:12][CH2:13][C:14]2[CH:19]=[CH:18][N:17]=[CH:16][C:15]=2[OH:20])=[O:11])[N:5]=[CH:4][C:3]=1[NH:21][C@@H:22]1[CH2:27][C@@H:26]2[CH2:28][C@@H:24]([C:25]2([CH3:30])[CH3:29])[C@H:23]1[CH3:31].Br[CH2:33][C:34]([O:36][CH2:37][CH3:38])=[O:35].C(=O)([O-])[O-].[K+].[K+].[Cl-].[NH4+], predict the reaction product. The product is: [CH2:37]([O:36][C:34](=[O:35])[CH2:33][O:20][C:15]1[CH:16]=[N:17][CH:18]=[CH:19][C:14]=1[CH2:13][NH:12][C:10](=[O:11])[CH2:9][N:6]1[C:7](=[O:8])[C:2]([Cl:1])=[C:3]([NH:21][C@@H:22]2[CH2:27][C@@H:26]3[CH2:28][C@@H:24]([C:25]3([CH3:30])[CH3:29])[C@H:23]2[CH3:31])[CH:4]=[N:5]1)[CH3:38].